This data is from Forward reaction prediction with 1.9M reactions from USPTO patents (1976-2016). The task is: Predict the product of the given reaction. (1) The product is: [F:29][CH:27]([F:28])[C:25]1[CH:24]=[C:23]([C:30]2[CH:31]=[N:32][C:33]([C:36]([F:38])([F:39])[F:37])=[CH:34][CH:35]=2)[N:22]=[C:21]([C:17]2[CH:16]=[C:15]([C:11]3[CH:12]=[CH:13][CH:14]=[C:9]([S:6]([NH2:5])(=[O:7])=[O:8])[CH:10]=3)[CH:20]=[CH:19][CH:18]=2)[N:26]=1. Given the reactants C([NH:5][S:6]([C:9]1[CH:10]=[C:11]([C:15]2[CH:20]=[CH:19][CH:18]=[C:17]([C:21]3[N:26]=[C:25]([CH:27]([F:29])[F:28])[CH:24]=[C:23]([C:30]4[CH:31]=[N:32][C:33]([C:36]([F:39])([F:38])[F:37])=[CH:34][CH:35]=4)[N:22]=3)[CH:16]=2)[CH:12]=[CH:13][CH:14]=1)(=[O:8])=[O:7])(C)(C)C.C(O)(C(F)(F)F)=O, predict the reaction product. (2) Given the reactants [F:1][C:2]1[CH:3]=[C:4]([C:9]2[CH:14]=[C:13]([C:15]([F:18])([F:17])[F:16])[NH:12][C:11](=O)[N:10]=2)[CH:5]=[CH:6][C:7]=1[F:8].O=P(Cl)(Cl)[Cl:22], predict the reaction product. The product is: [Cl:22][C:11]1[N:10]=[C:9]([C:4]2[CH:5]=[CH:6][C:7]([F:8])=[C:2]([F:1])[CH:3]=2)[CH:14]=[C:13]([C:15]([F:18])([F:17])[F:16])[N:12]=1. (3) Given the reactants [OH:1][C@H:2]1[C@H:7]([C:8]2[CH:13]=[CH:12][C:11]([CH2:14][CH2:15][CH3:16])=[CH:10][CH:9]=2)[C@@H:6]([O:17][CH2:18][C:19]2[CH:20]=[CH:21][C:22]3[O:27][CH2:26][CH2:25][N:24]([CH2:28][CH2:29][CH2:30][O:31][CH3:32])[C:23]=3[CH:33]=2)[CH2:5][N:4]([C:34]([O:36][CH2:37][C:38]2[CH:43]=[CH:42][CH:41]=[CH:40][CH:39]=2)=[O:35])[CH2:3]1.[CH3:44][O:45][CH2:46][C@H:47]1[O:49][CH2:48]1, predict the reaction product. The product is: [OH:49][C@H:47]([CH2:46][O:45][CH3:44])[CH2:48][O:1][C@H:2]1[C@H:7]([C:8]2[CH:9]=[CH:10][C:11]([CH2:14][CH2:15][CH3:16])=[CH:12][CH:13]=2)[C@@H:6]([O:17][CH2:18][C:19]2[CH:20]=[CH:21][C:22]3[O:27][CH2:26][CH2:25][N:24]([CH2:28][CH2:29][CH2:30][O:31][CH3:32])[C:23]=3[CH:33]=2)[CH2:5][N:4]([C:34]([O:36][CH2:37][C:38]2[CH:39]=[CH:40][CH:41]=[CH:42][CH:43]=2)=[O:35])[CH2:3]1. (4) Given the reactants [CH3:1][Si:2]([CH3:6])([CH3:5])[CH2:3][Cl:4].[Mg].[CH3:8][SiH:9]([CH3:11])Cl, predict the reaction product. The product is: [CH3:1][Si:2]([CH3:6])([CH3:5])[CH2:3][Cl:4].[CH3:1][Si:2]([CH2:3][SiH:9]([CH3:11])[CH3:8])([CH3:6])[CH3:5]. (5) Given the reactants [CH3:1][S:2]([C:5]1[CH:6]=[C:7]([CH:11]=[CH:12][CH:13]=1)[C:8]([OH:10])=[O:9])(=[O:4])=[O:3].S(=O)(=O)(O)O.[CH3:19]O, predict the reaction product. The product is: [CH3:1][S:2]([C:5]1[CH:6]=[C:7]([CH:11]=[CH:12][CH:13]=1)[C:8]([O:10][CH3:19])=[O:9])(=[O:3])=[O:4]. (6) Given the reactants [Cl:1][C:2]1[CH:7]=[CH:6][CH:5]=[CH:4][C:3]=1B(O)O.[CH3:11][O:12][C:13](=[O:21])[C:14]1[CH:19]=[CH:18][C:17](Cl)=[N:16][CH:15]=1.C([O-])([O-])=O.[Na+].[Na+], predict the reaction product. The product is: [CH3:11][O:12][C:13](=[O:21])[C:14]1[CH:19]=[CH:18][C:17]([C:3]2[CH:4]=[CH:5][CH:6]=[CH:7][C:2]=2[Cl:1])=[N:16][CH:15]=1.